This data is from Catalyst prediction with 721,799 reactions and 888 catalyst types from USPTO. The task is: Predict which catalyst facilitates the given reaction. (1) Reactant: [Li][CH2:2][CH2:3][CH2:4][CH3:5].[N:6]1[C:15]2[CH2:14][CH2:13][CH2:12][CH2:11][C:10]=2[CH:9]=[CH:8][CH:7]=1.C(Br)(CC)C. Product: [CH:3]([CH:14]1[C:15]2[N:6]=[CH:7][CH:8]=[CH:9][C:10]=2[CH2:11][CH2:12][CH2:13]1)([CH2:4][CH3:5])[CH3:2]. The catalyst class is: 1. (2) Reactant: C(Cl)(Cl)Cl.[CH3:5][OH:6].[NH4+:7].[OH-:8].C[OH:10].[CH2:11]([N+]([O-])=O)[CH2:12][CH2:13][CH2:14][CH2:15][CH2:16][CH2:17][CH2:18][CH2:19][CH2:20][CH2:21][CH2:22][CH2:23][CH2:24][CH2:25][CH2:26][CH2:27][CH2:28]C. Product: [CH:5]([O:8][C@H:13](/[CH:14]=[CH:15]/[CH2:16][CH2:17][CH2:18][CH2:19][CH2:20][CH2:21][CH2:22][CH2:23][CH2:24][CH2:25][CH2:26][CH2:27][CH3:28])[C@@H:12]([NH2:7])[CH2:11][OH:10])=[O:6]. The catalyst class is: 6. (3) Reactant: C(OC([NH:8][C:9]([C:28]1[CH:33]=[C:32]([F:34])[CH:31]=[C:30]([F:35])[CH:29]=1)([CH3:27])[CH2:10][NH:11][C@:12]([CH3:26])([C:22](OC)=[O:23])[CH2:13][O:14][Si](C(C)(C)C)(C)C)=O)(C)(C)C.C(OC(NC(C1C=C(F)C=C(F)C=1)(C)CN[C@](C)(C(OC(C)C)=O)CO[Si](C(C)(C)C)(C)C)=O)(C)(C)C.S(=O)(=O)(O)O. Product: [F:35][C:30]1[CH:29]=[C:28]([C:9]2([CH3:27])[NH:8][C:13](=[O:14])[C:12]([CH2:22][OH:23])([CH3:26])[NH:11][CH2:10]2)[CH:33]=[C:32]([F:34])[CH:31]=1. The catalyst class is: 114. (4) Reactant: C([O:4][C@H:5]1[CH2:22][CH2:21][C@@:20]2([CH3:23])[C@@H:7]([CH2:8][CH2:9][C@:10]3([CH3:48])[C@@H:19]2[CH2:18][CH2:17][C@H:16]2[C@@:11]3([CH3:47])[CH2:12][CH2:13][C@@:14]3([C:30](=[O:46])[NH:31][C@@H:32]4[CH2:35][C@H:34]([C:36]([N:38]5[CH2:43][CH2:42][CH2:41][CH2:40][CH2:39]5)=[O:37])[C:33]4([CH3:45])[CH3:44])[CH2:26][CH2:25][C@@H:24]([C:27]([CH3:29])=[CH2:28])[C@@H:15]32)[C:6]1([CH3:50])[CH3:49])(=O)C.[OH-].[Na+]. Product: [CH3:44][C:33]1([CH3:45])[C@@H:34]([C:36]([N:38]2[CH2:39][CH2:40][CH2:41][CH2:42][CH2:43]2)=[O:37])[CH2:35][C@H:32]1[NH:31][C:30]([C@:14]12[CH2:26][CH2:25][C@@H:24]([C:27]([CH3:29])=[CH2:28])[C@@H:15]1[C@@H:16]1[C@@:11]([CH3:47])([CH2:12][CH2:13]2)[C@@:10]2([CH3:48])[C@@H:19]([C@:20]3([CH3:23])[C@@H:7]([CH2:8][CH2:9]2)[C:6]([CH3:49])([CH3:50])[C@@H:5]([OH:4])[CH2:22][CH2:21]3)[CH2:18][CH2:17]1)=[O:46]. The catalyst class is: 92. (5) Reactant: [CH2:1]([NH2:4])[CH2:2][CH3:3].CN(C(ON1N=NC2C=CC=NC1=2)=[N+](C)C)C.F[P-](F)(F)(F)(F)F.CCN(C(C)C)C(C)C.[C:38]([C:42]1[N:46]([CH2:47][CH:48]2[CH2:53][CH2:52][O:51][CH2:50][CH2:49]2)[C:45]2[CH:54]=[CH:55][C:56]([S:58]([N:61]3[CH:65]=[C:64]([C:66](O)=[O:67])[CH:63]=[N:62]3)(=[O:60])=[O:59])=[CH:57][C:44]=2[N:43]=1)([CH3:41])([CH3:40])[CH3:39]. Product: [C:38]([C:42]1[N:46]([CH2:47][CH:48]2[CH2:49][CH2:50][O:51][CH2:52][CH2:53]2)[C:45]2[CH:54]=[CH:55][C:56]([S:58]([N:61]3[CH:65]=[C:64]([C:66]([NH:4][CH2:1][CH2:2][CH3:3])=[O:67])[CH:63]=[N:62]3)(=[O:60])=[O:59])=[CH:57][C:44]=2[N:43]=1)([CH3:39])([CH3:40])[CH3:41]. The catalyst class is: 3. (6) Reactant: [NH2:1][C@H:2]([C@@H:5]([OH:22])[C@H:6]([OH:21])[CH2:7][CH2:8][CH2:9][CH2:10][CH2:11][CH2:12][CH2:13][CH2:14][CH2:15][CH2:16][CH2:17][CH2:18][CH2:19][CH3:20])[CH2:3][OH:4].C([O-])(O)=O.[Na+].Cl[C:29]([O:31][CH2:32][C:33]1[CH:38]=[CH:37][CH:36]=[CH:35][CH:34]=1)=[O:30].C(Cl)Cl.CO. Product: [CH2:32]([O:31][C:29]([NH:1][C@H:2]([C@@H:5]([OH:22])[C@H:6]([OH:21])[CH2:7][CH2:8][CH2:9][CH2:10][CH2:11][CH2:12][CH2:13][CH2:14][CH2:15][CH2:16][CH2:17][CH2:18][CH2:19][CH3:20])[CH2:3][OH:4])=[O:30])[C:33]1[CH:38]=[CH:37][CH:36]=[CH:35][CH:34]=1. The catalyst class is: 225. (7) The catalyst class is: 5. Reactant: [OH-].[Na+].C1COCC1.[F:8][C:9]1[C:14]2[CH:15]=[C:16]([CH2:18][C:19]3[CH:24]=[CH:23][CH:22]=[C:21]([C:25]([F:28])([F:27])[F:26])[CH:20]=3)[S:17][C:13]=2[C:12]([C:29]2[CH:30]=[C:31]([CH:37]=[CH:38][CH:39]=2)[C:32]([O:34]CC)=[O:33])=[CH:11][CH:10]=1.Cl. Product: [F:8][C:9]1[C:14]2[CH:15]=[C:16]([CH2:18][C:19]3[CH:24]=[CH:23][CH:22]=[C:21]([C:25]([F:27])([F:28])[F:26])[CH:20]=3)[S:17][C:13]=2[C:12]([C:29]2[CH:30]=[C:31]([CH:37]=[CH:38][CH:39]=2)[C:32]([OH:34])=[O:33])=[CH:11][CH:10]=1.